This data is from NCI-60 drug combinations with 297,098 pairs across 59 cell lines. The task is: Regression. Given two drug SMILES strings and cell line genomic features, predict the synergy score measuring deviation from expected non-interaction effect. (1) Cell line: NCI/ADR-RES. Drug 1: CC1OCC2C(O1)C(C(C(O2)OC3C4COC(=O)C4C(C5=CC6=C(C=C35)OCO6)C7=CC(=C(C(=C7)OC)O)OC)O)O. Synergy scores: CSS=4.58, Synergy_ZIP=-2.41, Synergy_Bliss=3.51, Synergy_Loewe=-3.55, Synergy_HSA=2.52. Drug 2: CS(=O)(=O)CCNCC1=CC=C(O1)C2=CC3=C(C=C2)N=CN=C3NC4=CC(=C(C=C4)OCC5=CC(=CC=C5)F)Cl. (2) Drug 1: CC12CCC3C(C1CCC2=O)CC(=C)C4=CC(=O)C=CC34C. Drug 2: C1CC(C1)(C(=O)O)C(=O)O.[NH2-].[NH2-].[Pt+2]. Cell line: BT-549. Synergy scores: CSS=52.0, Synergy_ZIP=-1.10, Synergy_Bliss=1.02, Synergy_Loewe=-10.1, Synergy_HSA=1.55. (3) Drug 1: C1CCN(CC1)CCOC2=CC=C(C=C2)C(=O)C3=C(SC4=C3C=CC(=C4)O)C5=CC=C(C=C5)O. Drug 2: COCCOC1=C(C=C2C(=C1)C(=NC=N2)NC3=CC=CC(=C3)C#C)OCCOC.Cl. Cell line: CCRF-CEM. Synergy scores: CSS=-4.53, Synergy_ZIP=3.50, Synergy_Bliss=1.27, Synergy_Loewe=-6.93, Synergy_HSA=-7.07. (4) Drug 1: CC1=C2C(C(=O)C3(C(CC4C(C3C(C(C2(C)C)(CC1OC(=O)C(C(C5=CC=CC=C5)NC(=O)OC(C)(C)C)O)O)OC(=O)C6=CC=CC=C6)(CO4)OC(=O)C)OC)C)OC. Drug 2: CCC1(CC2CC(C3=C(CCN(C2)C1)C4=CC=CC=C4N3)(C5=C(C=C6C(=C5)C78CCN9C7C(C=CC9)(C(C(C8N6C=O)(C(=O)OC)O)OC(=O)C)CC)OC)C(=O)OC)O.OS(=O)(=O)O. Cell line: HOP-92. Synergy scores: CSS=37.2, Synergy_ZIP=-0.0712, Synergy_Bliss=0.515, Synergy_Loewe=5.12, Synergy_HSA=5.87. (5) Drug 1: C1=CC(=CC=C1C#N)C(C2=CC=C(C=C2)C#N)N3C=NC=N3. Synergy scores: CSS=18.3, Synergy_ZIP=-5.71, Synergy_Bliss=1.82, Synergy_Loewe=-2.66, Synergy_HSA=-0.931. Drug 2: C1CN1C2=NC(=NC(=N2)N3CC3)N4CC4. Cell line: MDA-MB-231. (6) Drug 1: CCC1=CC2CC(C3=C(CN(C2)C1)C4=CC=CC=C4N3)(C5=C(C=C6C(=C5)C78CCN9C7C(C=CC9)(C(C(C8N6C)(C(=O)OC)O)OC(=O)C)CC)OC)C(=O)OC.C(C(C(=O)O)O)(C(=O)O)O. Drug 2: C1=NC(=NC(=O)N1C2C(C(C(O2)CO)O)O)N. Cell line: HL-60(TB). Synergy scores: CSS=29.2, Synergy_ZIP=-1.68, Synergy_Bliss=-1.87, Synergy_Loewe=-20.1, Synergy_HSA=-3.33. (7) Drug 1: CC1=C2C(C(=O)C3(C(CC4C(C3C(C(C2(C)C)(CC1OC(=O)C(C(C5=CC=CC=C5)NC(=O)OC(C)(C)C)O)O)OC(=O)C6=CC=CC=C6)(CO4)OC(=O)C)OC)C)OC. Drug 2: CNC(=O)C1=NC=CC(=C1)OC2=CC=C(C=C2)NC(=O)NC3=CC(=C(C=C3)Cl)C(F)(F)F. Cell line: UACC-257. Synergy scores: CSS=44.4, Synergy_ZIP=-4.77, Synergy_Bliss=-2.04, Synergy_Loewe=-0.781, Synergy_HSA=-0.279. (8) Drug 1: C1CCN(CC1)CCOC2=CC=C(C=C2)C(=O)C3=C(SC4=C3C=CC(=C4)O)C5=CC=C(C=C5)O. Drug 2: C1=CN(C=N1)CC(O)(P(=O)(O)O)P(=O)(O)O. Cell line: NCIH23. Synergy scores: CSS=4.24, Synergy_ZIP=8.29, Synergy_Bliss=3.43, Synergy_Loewe=-1.77, Synergy_HSA=-1.91. (9) Drug 2: CNC(=O)C1=NC=CC(=C1)OC2=CC=C(C=C2)NC(=O)NC3=CC(=C(C=C3)Cl)C(F)(F)F. Cell line: OVCAR-5. Synergy scores: CSS=-3.03, Synergy_ZIP=2.25, Synergy_Bliss=2.18, Synergy_Loewe=-1.02, Synergy_HSA=-1.68. Drug 1: CN1C(=O)N2C=NC(=C2N=N1)C(=O)N. (10) Drug 1: CC1=C(C(=CC=C1)Cl)NC(=O)C2=CN=C(S2)NC3=CC(=NC(=N3)C)N4CCN(CC4)CCO. Drug 2: C1=NC2=C(N1)C(=S)N=CN2. Cell line: OVCAR-4. Synergy scores: CSS=24.9, Synergy_ZIP=4.29, Synergy_Bliss=7.76, Synergy_Loewe=-6.07, Synergy_HSA=-0.392.